Dataset: Reaction yield outcomes from USPTO patents with 853,638 reactions. Task: Predict the reaction yield, written as a fraction of the theoretical maximum amount of product (1.0 means a 100% yield; for example, 0.34 means a 34% yield). (1) The catalyst is O.C(O)C. The yield is 0.460. The reactants are [F:1][C:2]1[CH:8]=[CH:7][C:5]([NH2:6])=[C:4]([N+:9]([O-:11])=[O:10])[CH:3]=1.Cl.[N+:13]([O-])([O-])=O.[Na+].[CH3:18][CH:19](C(C)=O)[C:20]([O:22][CH2:23][CH3:24])=[O:21].[OH-].[Na+]. The product is [CH2:23]([O:22][C:20](=[O:21])[C:19](=[N:13][NH:6][C:5]1[CH:7]=[CH:8][C:2]([F:1])=[CH:3][C:4]=1[N+:9]([O-:11])=[O:10])[CH3:18])[CH3:24]. (2) The reactants are [CH3:1][C:2]1[C:6]2[C:7](=[O:19])[N:8]([CH2:11][CH2:12][N:13]3[CH2:18][CH2:17][O:16][CH2:15][CH2:14]3)[CH2:9][CH2:10][C:5]=2[NH:4][C:3]=1[CH:20]=O.[CH3:22][O:23][C:24]1[CH:25]=[C:26]2[C:30](=[CH:31][CH:32]=1)[NH:29][C:28](=[O:33])[CH2:27]2. No catalyst specified. The product is [CH3:22][O:23][C:24]1[CH:25]=[C:26]2[C:30](=[CH:31][CH:32]=1)[NH:29][C:28](=[O:33])[C:27]2=[CH:20][C:3]1[NH:4][C:5]2[CH2:10][CH2:9][N:8]([CH2:11][CH2:12][N:13]3[CH2:14][CH2:15][O:16][CH2:17][CH2:18]3)[C:7](=[O:19])[C:6]=2[C:2]=1[CH3:1]. The yield is 0.333.